The task is: Predict which catalyst facilitates the given reaction.. This data is from Catalyst prediction with 721,799 reactions and 888 catalyst types from USPTO. (1) Reactant: [CH2:1]=O.[Cl:3][C:4]1[C:5]([C:19]2[S:23][C:22]3[CH:24]=[CH:25][CH:26]=[C:27]([C:28]([NH2:30])=[O:29])[C:21]=3[CH:20]=2)=[N:6][C:7]([NH:10][CH2:11][CH2:12][CH:13]2[CH2:18][CH2:17][NH:16][CH2:15][CH2:14]2)=[N:8][CH:9]=1.[BH4-].[Na+].[ClH:33]. Product: [ClH:3].[ClH:33].[Cl:3][C:4]1[C:5]([C:19]2[S:23][C:22]3[CH:24]=[CH:25][CH:26]=[C:27]([C:28]([NH2:30])=[O:29])[C:21]=3[CH:20]=2)=[N:6][C:7]([NH:10][CH2:11][CH2:12][CH:13]2[CH2:18][CH2:17][N:16]([CH3:1])[CH2:15][CH2:14]2)=[N:8][CH:9]=1. The catalyst class is: 138. (2) Reactant: [CH:1]([N:4]1[C:12]2[CH:11]=[C:10]([C:13]3[CH:14]=[N:15][CH:16]=[CH:17][CH:18]=3)[CH:9]=[C:8]([C:19]([O:21]C)=[O:20])[C:7]=2[C:6]([CH3:23])=[N:5]1)([CH3:3])[CH3:2].C(N1C2C=C(C3C=C4C=CNC4=NC=3)C=C(C(OC)=O)C=2C=N1)(C)C.O[Li].O. Product: [CH:1]([N:4]1[C:12]2[CH:11]=[C:10]([C:13]3[CH:14]=[N:15][CH:16]=[CH:17][CH:18]=3)[CH:9]=[C:8]([C:19]([OH:21])=[O:20])[C:7]=2[C:6]([CH3:23])=[N:5]1)([CH3:3])[CH3:2]. The catalyst class is: 20. (3) The catalyst class is: 33. Product: [O:1]1[C:5]2[CH:6]=[CH:7][CH:8]=[CH:9][C:4]=2[N:3]=[C:2]1[C:10]1[CH:11]=[CH:12][C:13]2[N:17]([CH:18]3[CH2:23][CH2:22][O:21][CH2:20][CH2:19]3)[N:24]=[N:15][C:14]=2[CH:16]=1. Reactant: [O:1]1[C:5]2[CH:6]=[CH:7][CH:8]=[CH:9][C:4]=2[N:3]=[C:2]1[C:10]1[CH:11]=[CH:12][C:13]([NH:17][CH:18]2[CH2:23][CH2:22][O:21][CH2:20][CH2:19]2)=[C:14]([CH:16]=1)[NH2:15].[N:24]([O-])=O.[Na+].[OH-].[Na+]. (4) Reactant: [O:1]=[C:2]1[NH:7][C:6]2[N:8]=[CH:9][CH:10]=[C:11]([O:12][C:13]3[CH:14]=[CH:15][C:16]4[O:20][C@@H:19]5[C@@H:21]([C:22]([OH:24])=O)[C@@H:18]5[C:17]=4[CH:25]=3)[C:5]=2[CH2:4][O:3]1.CCN(CC)CC.C1C=CC(P([N:47]=[N+:48]=[N-:49])(C2C=CC=CC=2)=O)=CC=1.O. Product: [O:1]=[C:2]1[NH:7][C:6]2[N:8]=[CH:9][CH:10]=[C:11]([O:12][C:13]3[CH:14]=[CH:15][C:16]4[O:20][C@@H:19]5[C@@H:21]([C:22]([N:47]=[N+:48]=[N-:49])=[O:24])[C@@H:18]5[C:17]=4[CH:25]=3)[C:5]=2[CH2:4][O:3]1. The catalyst class is: 3. (5) Reactant: [F:1][C:2]1[CH:10]=[CH:9][C:5]([C:6](Cl)=[O:7])=[CH:4][CH:3]=1.[NH:11]1[C:19]2[C:14](=[CH:15][C:16]([C:20]3[CH:21]=[C:22]([CH2:26][NH:27][CH2:28][CH2:29][N:30]([CH3:32])[CH3:31])[CH:23]=[N:24][CH:25]=3)=[CH:17][CH:18]=2)[CH:13]=[CH:12]1.C(N(CC)CC)C. Product: [CH3:31][N:30]([CH3:32])[CH2:29][CH2:28][N:27]([CH2:26][C:22]1[CH:23]=[N:24][CH:25]=[C:20]([C:16]2[CH:15]=[C:14]3[C:19](=[CH:18][CH:17]=2)[NH:11][CH:12]=[CH:13]3)[CH:21]=1)[C:6](=[O:7])[C:5]1[CH:9]=[CH:10][C:2]([F:1])=[CH:3][CH:4]=1. The catalyst class is: 4. (6) Reactant: Br[C:2]1[CH:7]=[CH:6][N:5]=[CH:4][C:3]=1[N:8]([CH3:25])[C:9](=[O:24])[C:10]1[CH:15]=[C:14]([C:16]([F:19])([F:18])[F:17])[CH:13]=[C:12]([C:20]([F:23])([F:22])[F:21])[CH:11]=1.[F:26][C:27]1[C:32]([F:33])=[CH:31][CH:30]=[CH:29][C:28]=1B(O)O. Product: [F:26][C:27]1[C:32]([F:33])=[CH:31][CH:30]=[CH:29][C:28]=1[C:2]1[CH:7]=[CH:6][N:5]=[CH:4][C:3]=1[N:8]([CH3:25])[C:9](=[O:24])[C:10]1[CH:15]=[C:14]([C:16]([F:19])([F:18])[F:17])[CH:13]=[C:12]([C:20]([F:23])([F:22])[F:21])[CH:11]=1. The catalyst class is: 3.